The task is: Predict the reactants needed to synthesize the given product.. This data is from Full USPTO retrosynthesis dataset with 1.9M reactions from patents (1976-2016). (1) Given the product [OH:2][C:3]1[CH:4]=[C:5]2[C:9](=[CH:10][CH:11]=1)[C@H:8]([CH2:12][C:13]([O:15][CH2:16][CH3:17])=[O:14])[CH2:7][CH2:6]2, predict the reactants needed to synthesize it. The reactants are: C[O:2][C:3]1[CH:4]=[C:5]2[C:9](=[CH:10][CH:11]=1)[C@H:8]([CH2:12][C:13]([O:15][CH2:16][CH3:17])=[O:14])[CH2:7][CH2:6]2.[Al+3].[Cl-].[Cl-].[Cl-].CCS. (2) Given the product [CH:16]([N:3]1[C:11]2[C:6](=[CH:7][CH:8]=[CH:9][CH:10]=2)[C:5]([C:12]([O:14][CH3:15])=[O:13])=[CH:4]1)([CH3:18])[CH3:17], predict the reactants needed to synthesize it. The reactants are: [H-].[Na+].[NH:3]1[C:11]2[C:6](=[CH:7][CH:8]=[CH:9][CH:10]=2)[C:5]([C:12]([O:14][CH3:15])=[O:13])=[CH:4]1.[CH:16](I)([CH3:18])[CH3:17].O. (3) Given the product [F:1][C:2]1[CH:3]=[C:4]([C:25]2[CH:26]=[CH:27][C:28]([C:31]([OH:33])=[O:32])=[N:29][CH:30]=2)[CH:5]=[CH:6][C:7]=1[O:8][CH2:9][CH:10]1[CH2:15][CH2:14][N:13]([CH2:16][C:17]2([C:21]([F:24])([F:22])[F:23])[CH2:20][CH2:19][CH2:18]2)[CH2:12][CH2:11]1, predict the reactants needed to synthesize it. The reactants are: [F:1][C:2]1[CH:3]=[C:4]([C:25]2[CH:26]=[CH:27][C:28]([C:31]([O:33]C)=[O:32])=[N:29][CH:30]=2)[CH:5]=[CH:6][C:7]=1[O:8][CH2:9][CH:10]1[CH2:15][CH2:14][N:13]([CH2:16][C:17]2([C:21]([F:24])([F:23])[F:22])[CH2:20][CH2:19][CH2:18]2)[CH2:12][CH2:11]1.O[Li].O. (4) Given the product [CH2:34]([O:36][C:37]([C:38]1[CH:7]([C:6]2[CH:9]=[CH:10][CH:11]=[C:4]([N+:1]([O-:3])=[O:2])[CH:5]=2)[C:24]2[C:23](=[O:28])[CH2:22][CH:21]([C:14]3[C:15]([CH3:20])=[CH:16][C:17]([CH3:19])=[CH:18][C:13]=3[CH3:12])[CH2:26][C:25]=2[NH:57][C:39]=1[CH2:40][O:41][C:42]([CH3:45])([CH3:44])[CH3:43])=[O:47])[CH3:35], predict the reactants needed to synthesize it. The reactants are: [N+:1]([C:4]1[CH:5]=[C:6]([CH:9]=[CH:10][CH:11]=1)[CH:7]=O)([O-:3])=[O:2].[CH3:12][C:13]1[CH:18]=[C:17]([CH3:19])[CH:16]=[C:15]([CH3:20])[C:14]=1[CH:21]1[CH2:26][C:25](=O)[CH2:24][C:23](=[O:28])[CH2:22]1.C([O-])(=O)C.[NH4+].[CH2:34]([O:36][C:37](=[O:47])[CH2:38][C:39](=O)[CH2:40][O:41][C:42]([CH3:45])([CH3:44])[CH3:43])[CH3:35].F[B-](F)(F)F.C([N+:57]1C=CN(C)C=1)CCC.